Dataset: Full USPTO retrosynthesis dataset with 1.9M reactions from patents (1976-2016). Task: Predict the reactants needed to synthesize the given product. Given the product [Cl:16][C:17]1[CH:22]=[C:21]([C:23]2[C:27]([CH3:28])=[C:26]([O:29][CH3:30])[N:25]([CH3:31])[N:24]=2)[CH:20]=[CH:19][C:18]=1[O:32][CH2:2][C:3]1[CH:8]=[CH:7][CH:6]=[CH:5][C:4]=1[N:9]1[C:13](=[O:14])[N:12]([CH3:15])[N:11]=[N:10]1, predict the reactants needed to synthesize it. The reactants are: Br[CH2:2][C:3]1[CH:8]=[CH:7][CH:6]=[CH:5][C:4]=1[N:9]1[C:13](=[O:14])[N:12]([CH3:15])[N:11]=[N:10]1.[Cl:16][C:17]1[CH:22]=[C:21]([C:23]2[C:27]([CH3:28])=[C:26]([O:29][CH3:30])[N:25]([CH3:31])[N:24]=2)[CH:20]=[CH:19][C:18]=1[OH:32].C(=O)([O-])[O-].[K+].[K+].